This data is from Full USPTO retrosynthesis dataset with 1.9M reactions from patents (1976-2016). The task is: Predict the reactants needed to synthesize the given product. (1) Given the product [CH2:18]([O:19][C:20]([C:21]1[C:22]([CH2:23][C:24]([F:27])([F:26])[F:25])=[N:8][C:5]2[C:4]([C:9]=1[CH2:10][C:11]1[CH:16]=[CH:15][CH:14]=[CH:13][C:12]=1[Cl:17])=[CH:3][C:2]([Cl:1])=[CH:7][CH:6]=2)=[O:29])[CH3:30], predict the reactants needed to synthesize it. The reactants are: [Cl:1][C:2]1[CH:7]=[CH:6][C:5]([NH2:8])=[C:4]([C:9]#[C:10][C:11]2[CH:16]=[CH:15][CH:14]=[CH:13][C:12]=2[Cl:17])[CH:3]=1.[CH3:18][O:19][C:20](=[O:29])[CH2:21][C:22](=O)[CH2:23][C:24]([F:27])([F:26])[F:25].[CH3:30]C1C=CC(S(O)(=O)=O)=CC=1.O. (2) The reactants are: [F:1][C:2]([F:15])([F:14])[S:3]([O:6]S(C(F)(F)F)(=O)=O)(=[O:5])=[O:4].[C:16]([O:20][C:21]([NH:23][C@@H:24]([CH2:29][C:30]1[CH:35]=[CH:34][C:33](O)=[CH:32][CH:31]=1)[C:25]([O:27][CH3:28])=[O:26])=[O:22])([CH3:19])([CH3:18])[CH3:17].C(N(CC)CC)C.C([O-])(O)=O.[Na+]. Given the product [CH3:28][O:27][C:25](=[O:26])[C@@H:24]([NH:23][C:21]([O:20][C:16]([CH3:18])([CH3:17])[CH3:19])=[O:22])[CH2:29][C:30]1[CH:35]=[CH:34][C:33]([O:6][S:3]([C:2]([F:15])([F:14])[F:1])(=[O:5])=[O:4])=[CH:32][CH:31]=1, predict the reactants needed to synthesize it.